Dataset: Full USPTO retrosynthesis dataset with 1.9M reactions from patents (1976-2016). Task: Predict the reactants needed to synthesize the given product. Given the product [Br:3][C:4]1[N:9]=[C:8]([NH:10][C:11]([NH:19][CH2:18][C:17]2[C:20]([O:24][CH3:25])=[CH:21][CH:22]=[CH:23][C:16]=2[O:15][CH3:14])=[NH:13])[CH:7]=[CH:6][CH:5]=1, predict the reactants needed to synthesize it. The reactants are: CI.[Br:3][C:4]1[N:9]=[C:8]([NH:10][C:11]([NH2:13])=S)[CH:7]=[CH:6][CH:5]=1.[CH3:14][O:15][C:16]1[CH:23]=[CH:22][CH:21]=[C:20]([O:24][CH3:25])[C:17]=1[CH2:18][NH2:19].